Dataset: Reaction yield outcomes from USPTO patents with 853,638 reactions. Task: Predict the reaction yield, written as a fraction of the theoretical maximum amount of product (1.0 means a 100% yield; for example, 0.34 means a 34% yield). (1) The reactants are Cl[CH2:2][CH2:3][CH2:4][C:5]1[CH:18]=[CH:17][C:8]([O:9][C:10]2[CH:15]=[CH:14][CH:13]=[C:12]([F:16])[N:11]=2)=[C:7]([O:19][CH3:20])[CH:6]=1.[Na+].[I-].C(N(C(C)C)CC)(C)C.[NH:32]1[CH:36]=[N:35][CH:34]=[N:33]1. The catalyst is C1COCC1.CN(C=O)C. The product is [F:16][C:12]1[CH:13]=[CH:14][CH:15]=[C:10]([O:9][C:8]2[CH:17]=[CH:18][C:5]([CH2:4][CH2:3][CH2:2][N:32]3[CH:36]=[N:35][CH:34]=[N:33]3)=[CH:6][C:7]=2[O:19][CH3:20])[N:11]=1. The yield is 0.330. (2) The reactants are [NH2:1][C:2]1[CH:3]=[C:4]([CH:9]=[CH:10][C:11]=1[F:12])[C:5]([O:7][CH3:8])=[O:6].[C:13]([O-:16])(O)=[O:14].[Na+].[CH2:18]1[CH2:22]OC[CH2:19]1. No catalyst specified. The product is [F:12][C:11]1[CH:10]=[CH:9][C:4]([C:5]([O:7][CH3:8])=[O:6])=[CH:3][C:2]=1[NH:1][C:13]([O:16][CH2:22][CH:18]=[CH2:19])=[O:14]. The yield is 0.980. (3) The reactants are [OH-].[K+].CO[C:5]([C:12]([F:15])([F:14])[F:13])=[CH:6][C:7]([O:9]CC)=O.[C:16]([O:20][CH3:21])(=[O:19])[CH2:17][SH:18].S(=O)(=O)(O)O. The catalyst is CO. The product is [OH:9][C:7]1[CH:6]=[C:5]([C:12]([F:13])([F:14])[F:15])[S:18][C:17]=1[C:16]([O:20][CH3:21])=[O:19]. The yield is 0.650. (4) The reactants are C(Cl)(=O)C1C=CC=CC=1.[S-:10][C:11]#[N:12].[NH4+].[F:14][C:15]1[CH:16]=[C:17]([CH:19]=[C:20]([F:22])[CH:21]=1)[NH2:18].[OH-].[Na+].Cl.[OH-].[NH4+]. The catalyst is CC(C)=O.O. The product is [F:14][C:15]1[CH:16]=[C:17]([NH:18][C:11]([NH2:12])=[S:10])[CH:19]=[C:20]([F:22])[CH:21]=1. The yield is 0.480. (5) The reactants are [CH3:1][N:2]1[CH2:7][CH2:6][CH2:5][NH:4][C:3]1=[O:8].[H-].[Na+].Br[CH2:12][C:13]([O:15][C:16]([CH3:19])([CH3:18])[CH3:17])=[O:14]. The catalyst is CN(C=O)C. The product is [CH3:1][N:2]1[CH2:7][CH2:6][CH2:5][N:4]([CH2:12][C:13]([O:15][C:16]([CH3:19])([CH3:18])[CH3:17])=[O:14])[C:3]1=[O:8]. The yield is 0.150. (6) The reactants are [CH:1]1([CH2:4][O:5][C:6]2[CH:7]=[C:8]([CH:13]=[CH:14][C:15]=2[NH:16][S:17]([CH2:20][CH2:21][N:22]([CH3:24])[CH3:23])(=[O:19])=[O:18])[C:9]([O:11][CH3:12])=[O:10])[CH2:3][CH2:2]1.[CH3:25][C:26]([O:29][C:30](O[C:30]([O:29][C:26]([CH3:28])([CH3:27])[CH3:25])=[O:31])=[O:31])([CH3:28])[CH3:27]. The catalyst is CN(C1C=CN=CC=1)C.C(Cl)Cl. The product is [C:26]([O:29][C:30]([N:16]([C:15]1[CH:14]=[CH:13][C:8]([C:9]([O:11][CH3:12])=[O:10])=[CH:7][C:6]=1[O:5][CH2:4][CH:1]1[CH2:3][CH2:2]1)[S:17]([CH2:20][CH2:21][N:22]([CH3:23])[CH3:24])(=[O:19])=[O:18])=[O:31])([CH3:28])([CH3:27])[CH3:25]. The yield is 1.00. (7) The reactants are [F:1][C:2]1[CH:7]=[C:6]([OH:8])[C:5]([N+:9]([O-])=O)=[CH:4][C:3]=1[C:12](=[O:14])[CH3:13]. The catalyst is CCO.C1COCC1.[Pd]. The product is [NH2:9][C:5]1[C:6]([OH:8])=[CH:7][C:2]([F:1])=[C:3]([C:12](=[O:14])[CH3:13])[CH:4]=1. The yield is 0.940. (8) The reactants are [Cl:1][C:2]1[CH:10]=[CH:9][C:8]([N:11]2[C:15]([CH3:16])=[CH:14][C:13]([CH3:17])=[N:12]2)=[CH:7][C:3]=1[C:4](O)=[O:5].C([N:20](C(C)C)C(C)C)C.ClC(OC(C)C)=O.N.O1CCOCC1. The catalyst is ClCCl. The product is [Cl:1][C:2]1[CH:10]=[CH:9][C:8]([N:11]2[C:15]([CH3:16])=[CH:14][C:13]([CH3:17])=[N:12]2)=[CH:7][C:3]=1[C:4]([NH2:20])=[O:5]. The yield is 0.719.